The task is: Predict which catalyst facilitates the given reaction.. This data is from Catalyst prediction with 721,799 reactions and 888 catalyst types from USPTO. (1) Reactant: [Cl:1][C:2]1[CH:3]=[C:4]([N:9]2[C:13](=[O:14])[C:12](=[O:15])[N:11]=[C:10]2SC)[CH:5]=[CH:6][C:7]=1[Cl:8].[CH:18]([NH:21][C:22]([NH2:24])=[NH:23])([CH3:20])[CH3:19]. Product: [Cl:1][C:2]1[CH:3]=[C:4]([N:9]2[C:13](=[O:14])[C:12](=[O:15])[N:11]=[C:10]2[NH:24][C:22]([NH:21][CH:18]([CH3:20])[CH3:19])=[NH:23])[CH:5]=[CH:6][C:7]=1[Cl:8]. The catalyst class is: 3. (2) Reactant: [N+:1]([C:4]1[C:5](CC)=[C:6]([CH:10]=[CH:11][C:12]=1[NH:13][C:14](=O)[CH2:15][C:16]1[CH:21]=[CH:20][CH:19]=[CH:18][CH:17]=1)[C:7]([O-:9])=[O:8])([O-])=O.[CH2:25](O)[CH3:26]. Product: [CH2:15]([C:14]1[NH:1][C:4]2[CH:5]=[C:6]([C:7]([O:9][CH2:25][CH3:26])=[O:8])[CH:10]=[CH:11][C:12]=2[N:13]=1)[C:16]1[CH:17]=[CH:18][CH:19]=[CH:20][CH:21]=1. The catalyst class is: 770.